This data is from Forward reaction prediction with 1.9M reactions from USPTO patents (1976-2016). The task is: Predict the product of the given reaction. (1) Given the reactants [CH3:1][N:2]1[CH:7]=[CH:6][C:5]([C:8]2[C:16]3[C:11](=[CH:12][CH:13]=[C:14]([OH:17])[CH:15]=3)[NH:10][CH:9]=2)=[CH:4][CH2:3]1.CN1CCCC1=O.[Si:25](Cl)([C:28]([CH3:31])([CH3:30])[CH3:29])([CH3:27])[CH3:26].N1C=CN=C1, predict the reaction product. The product is: [Si:25]([O:17][C:14]1[CH:15]=[C:16]2[C:11](=[CH:12][CH:13]=1)[NH:10][CH:9]=[C:8]2[CH:5]1[CH2:4][CH2:3][N:2]([CH3:1])[CH2:7][CH2:6]1)([C:28]([CH3:31])([CH3:30])[CH3:29])([CH3:27])[CH3:26]. (2) Given the reactants S(=O)(=O)(O)O.C(OC(=O)[N:12]([C:21]1[S:22][C@:23]2([C:37](=[O:42])[NH:38][CH:39]3[CH2:41][CH2:40]3)[CH:25]([C@:26]([C:29]3[CH:34]=[C:33]([Br:35])[CH:32]=[CH:31][C:30]=3[F:36])([CH3:28])[N:27]=1)[CH2:24]2)COCC[Si](C)(C)C)(C)(C)C.C(Cl)Cl.[O-]P([O-])([O-])=O.[K+].[K+].[K+], predict the reaction product. The product is: [NH2:12][C:21]1[S:22][C@:23]2([C:37]([NH:38][CH:39]3[CH2:41][CH2:40]3)=[O:42])[C@H:25]([C@:26]([C:29]3[CH:34]=[C:33]([Br:35])[CH:32]=[CH:31][C:30]=3[F:36])([CH3:28])[N:27]=1)[CH2:24]2. (3) Given the reactants O.[NH2:2][NH2:3].[F:4][C:5]1[CH:24]=[CH:23][C:8](/[CH:9]=[C:10]2\[O:11][C:12](=O)[C:13]3[C:18]\2=[C:17]([N+:19]([O-:21])=[O:20])[CH:16]=[CH:15][CH:14]=3)=[CH:7][C:6]=1[C:25]([N:27]1[CH2:32][CH2:31][CH:30]([O:33][CH3:34])[CH2:29][CH2:28]1)=[O:26].CN(C)C=O, predict the reaction product. The product is: [F:4][C:5]1[CH:24]=[CH:23][C:8]([CH2:9][C:10]2[C:18]3[C:13](=[CH:14][CH:15]=[CH:16][C:17]=3[N+:19]([O-:21])=[O:20])[C:12](=[O:11])[NH:3][N:2]=2)=[CH:7][C:6]=1[C:25]([N:27]1[CH2:32][CH2:31][CH:30]([O:33][CH3:34])[CH2:29][CH2:28]1)=[O:26]. (4) Given the reactants [F:1][C:2]1[CH:3]=[C:4]2[C:9](=[CH:10][C:11]=1[F:12])[NH:8][CH:7]=[C:6]([C:13]#[N:14])[C:5]2=[O:15].[F:16][C:17]([F:27])([F:26])[C:18]1[CH:25]=[CH:24][C:21]([CH2:22]Cl)=[CH:20][CH:19]=1, predict the reaction product. The product is: [F:1][C:2]1[CH:3]=[C:4]2[C:9](=[CH:10][C:11]=1[F:12])[N:8]([CH2:22][C:21]1[CH:20]=[CH:19][C:18]([C:17]([F:16])([F:26])[F:27])=[CH:25][CH:24]=1)[CH:7]=[C:6]([C:13]#[N:14])[C:5]2=[O:15]. (5) Given the reactants [CH3:1][Si:2]([CH3:8])([CH3:7])[C:3]#[C:4][CH:5]=O.[CH3:9][O:10][CH2:11][CH2:12][NH2:13].S([O-])([O-])(=O)=O.[Mg+2].[C:20]1(=[O:31])[O:26][C:24](=[O:25])[C:23]2=[CH:27][CH:28]=[CH:29][CH:30]=[C:22]2[CH2:21]1, predict the reaction product. The product is: [CH3:9][O:10][CH2:11][CH2:12][N:13]1[CH:5]([C:4]#[C:3][Si:2]([CH3:8])([CH3:7])[CH3:1])[CH:21]([C:20]([OH:31])=[O:26])[C:22]2[C:23](=[CH:27][CH:28]=[CH:29][CH:30]=2)[C:24]1=[O:25]. (6) Given the reactants F[C:2]1[N:7]=[CH:6][C:5]([C:8]2[CH:17]=[C:16]3[C:11]([CH:12]=[C:13]([NH2:18])[N:14]=[CH:15]3)=[CH:10][CH:9]=2)=[C:4]([CH3:19])[CH:3]=1.[CH3:20][S-:21].[Na+].CN(C)C(=O)C, predict the reaction product. The product is: [CH3:19][C:4]1[CH:3]=[C:2]([S:21][CH3:20])[N:7]=[CH:6][C:5]=1[C:8]1[CH:17]=[C:16]2[C:11]([CH:12]=[C:13]([NH2:18])[N:14]=[CH:15]2)=[CH:10][CH:9]=1.